Dataset: Forward reaction prediction with 1.9M reactions from USPTO patents (1976-2016). Task: Predict the product of the given reaction. Given the reactants [CH3:1][C:2]1[NH:3][C:4]2[CH:10]=[CH:9][CH:8]=[CH:7][C:5]=2[N:6]=1.Cl[C:12]1[N:20]=[C:19]2[C:15]([N:16]=[C:17]([CH2:22][N:23]3[CH2:28][CH2:27][N:26]([CH:29]([CH2:32][CH3:33])[CH2:30][OH:31])[CH2:25][CH2:24]3)[N:18]2[CH3:21])=[C:14]([N:34]2[CH2:39][CH2:38][O:37][CH2:36][CH2:35]2)[N:13]=1, predict the reaction product. The product is: [CH3:21][N:18]1[C:17]([CH2:22][N:23]2[CH2:24][CH2:25][N:26]([C@@H:29]([CH2:32][CH3:33])[CH2:30][OH:31])[CH2:27][CH2:28]2)=[N:16][C:15]2[C:19]1=[N:20][C:12]([N:3]1[C:4]3[CH:10]=[CH:9][CH:8]=[CH:7][C:5]=3[N:6]=[C:2]1[CH3:1])=[N:13][C:14]=2[N:34]1[CH2:39][CH2:38][O:37][CH2:36][CH2:35]1.